This data is from Forward reaction prediction with 1.9M reactions from USPTO patents (1976-2016). The task is: Predict the product of the given reaction. The product is: [Br:7][C:5]1[N:6]=[C:2]([C:23]2[CH:28]=[CH:27][N:26]=[C:25]([NH:29][C:30](=[O:32])[CH3:31])[CH:24]=2)[S:3][C:4]=1[C:8]1[N:9]([CH2:13][O:14][CH2:15][CH2:16][Si:17]([CH3:20])([CH3:19])[CH3:18])[CH:10]=[CH:11][N:12]=1. Given the reactants Br[C:2]1[S:3][C:4]([C:8]2[N:9]([CH2:13][O:14][CH2:15][CH2:16][Si:17]([CH3:20])([CH3:19])[CH3:18])[CH:10]=[CH:11][N:12]=2)=[C:5]([Br:7])[N:6]=1.C[Sn](C)(C)[C:23]1[CH:28]=[CH:27][N:26]=[C:25]([NH:29][C:30](=[O:32])[CH3:31])[CH:24]=1.[Cl-].[Li+], predict the reaction product.